From a dataset of Forward reaction prediction with 1.9M reactions from USPTO patents (1976-2016). Predict the product of the given reaction. (1) The product is: [NH2:31][C:29]1[S:30][CH:2]=[C:3]([C:5]2[CH:6]=[C:7]3[C:11](=[CH:12][CH:13]=2)[N:10]([CH3:14])[C:9]2[N:15]([CH3:27])[C:16](=[O:26])[C:17]([C:19]4[CH:24]=[CH:23][C:22]([Cl:25])=[CH:21][CH:20]=4)=[CH:18][C:8]3=2)[N:28]=1. Given the reactants Br[CH2:2][C:3]([C:5]1[CH:6]=[C:7]2[C:11](=[CH:12][CH:13]=1)[N:10]([CH3:14])[C:9]1[N:15]([CH3:27])[C:16](=[O:26])[C:17]([C:19]3[CH:24]=[CH:23][C:22]([Cl:25])=[CH:21][CH:20]=3)=[CH:18][C:8]2=1)=O.[NH2:28][C:29]([NH2:31])=[S:30], predict the reaction product. (2) Given the reactants [OH:1][C:2]1[CH:7]=[CH:6][C:5]([C:8](=[O:22])[C@@H:9]([N:11]2[C:19](=[O:20])[C:18]3[C:13](=[CH:14][CH:15]=[CH:16][CH:17]=3)[C:12]2=[O:21])[CH3:10])=[CH:4][CH:3]=1, predict the reaction product. The product is: [OH:22][C@H:8]([C:5]1[CH:4]=[CH:3][C:2]([OH:1])=[CH:7][CH:6]=1)[C@@H:9]([N:11]1[C:19](=[O:20])[C:18]2[C:13](=[CH:14][CH:15]=[CH:16][CH:17]=2)[C:12]1=[O:21])[CH3:10]. (3) Given the reactants [CH3:1][C:2]([O:5][C:6]([N:8]1[CH2:14][CH2:13][C:12]2[CH:15]=[CH:16][C:17]([CH2:19][O:20][C:21]3[N:26]=[N:25][C:24]([C:27]([OH:29])=O)=[CH:23][CH:22]=3)=[CH:18][C:11]=2[CH2:10][CH2:9]1)=[O:7])([CH3:4])[CH3:3].O=[C:31](N1C=CN=C1)[N:32]1C=CN=C1.CN, predict the reaction product. The product is: [CH3:31][NH:32][C:27]([C:24]1[N:25]=[N:26][C:21]([O:20][CH2:19][C:17]2[CH:16]=[CH:15][C:12]3[CH2:13][CH2:14][N:8]([C:6]([O:5][C:2]([CH3:1])([CH3:4])[CH3:3])=[O:7])[CH2:9][CH2:10][C:11]=3[CH:18]=2)=[CH:22][CH:23]=1)=[O:29]. (4) Given the reactants [N+:1]([C:4]1[CH:9]=[CH:8][CH:7]=[CH:6][C:5]=1O)([O-:3])=[O:2].[C:11](=[O:14])([O-])[O-].[K+].[K+].Br[CH:18]([Cl:21])[CH2:19]C, predict the reaction product. The product is: [N+:1]([C:4]1[CH:9]=[CH:8][C:7]([O:14][CH2:11][CH2:19][CH2:18][Cl:21])=[CH:6][CH:5]=1)([O-:3])=[O:2]. (5) Given the reactants [Cl:1][C:2]1[CH:7]=[CH:6][C:5]([N:8]2[C:16](=[O:17])[C:15]3N=C[N:12]([C:18]4[CH:23]=[CH:22][CH:21]=[C:20]([S:24]([CH3:27])(=[O:26])=[O:25])[CH:19]=4)[C:11]=3[N:10]=[C:9]2[C:28]2[CH:33]=[CH:32][C:31](B3OC(C)(C)C(C)(C)O3)=[CH:30][CH:29]=2)=[CH:4][CH:3]=1.I[C:44]1[CH:49]=[N:48][CH:47]=[CH:46][N:45]=1.C(=O)([O-])[O-].[Cs+].[Cs+].[CH3:56][N:57](C)C=O, predict the reaction product. The product is: [Cl:1][C:2]1[CH:3]=[CH:4][C:5]([N:8]2[C:16](=[O:17])[C:15]3[CH:56]=[N:57][N:12]([C:18]4[CH:23]=[CH:22][CH:21]=[C:20]([S:24]([CH3:27])(=[O:25])=[O:26])[CH:19]=4)[C:11]=3[N:10]=[C:9]2[C:28]2[CH:29]=[CH:30][C:31]([C:44]3[CH:49]=[N:48][CH:47]=[CH:46][N:45]=3)=[CH:32][CH:33]=2)=[CH:6][CH:7]=1. (6) Given the reactants [C:1]([C@@:3]1([OH:19])[C@H:7]([OH:8])[C@@H:6]([CH2:9][OH:10])[O:5][C@H:4]1[N:11]1[CH:16]=[CH:15][C:14](=[O:17])[NH:13][C:12]1=[O:18])#[CH:2].C([Mg]Cl)(C)(C)C.[Cl:26][C:27]1[CH:55]=[CH:54][C:30]([O:31][P:32]([NH:46][CH2:47][C:48]([O:50][CH:51]([CH3:53])[CH3:52])=[O:49])(OC2C(F)=C(F)C(F)=C(F)C=2F)=[O:33])=[CH:29][CH:28]=1, predict the reaction product. The product is: [Cl:26][C:27]1[CH:28]=[CH:29][C:30]([O:31][P:32]([NH:46][CH2:47][C:48]([O:50][CH:51]([CH3:52])[CH3:53])=[O:49])([O:10][CH2:9][C@@H:6]2[C@@H:7]([OH:8])[C@@:3]([C:1]#[CH:2])([OH:19])[C@H:4]([N:11]3[CH:16]=[CH:15][C:14](=[O:17])[NH:13][C:12]3=[O:18])[O:5]2)=[O:33])=[CH:54][CH:55]=1. (7) Given the reactants [N:1]1[CH:2]=[CH:3][N:4]2[CH:9]=[CH:8][C:7]([C:10](O)([CH3:12])[CH3:11])=[N:6][C:5]=12.C(N(S(F)(F)[F:20])CC)C, predict the reaction product. The product is: [F:20][C:10]([C:7]1[CH:8]=[CH:9][N:4]2[CH:3]=[CH:2][N:1]=[C:5]2[N:6]=1)([CH3:12])[CH3:11]. (8) Given the reactants [Cl:1][C:2]1[CH:7]=[CH:6][C:5]([C:8]2[S:9][C:10]3[CH:16]=[C:15]([O:17]C)[CH:14]=[CH:13][C:11]=3[N:12]=2)=[C:4]([O:19]C)[CH:3]=1.COC1C=CC(N)=CC=1.ClC1C=CC(C(O)=O)=C(O)C=1.B(Br)(Br)Br, predict the reaction product. The product is: [Cl:1][C:2]1[CH:7]=[CH:6][C:5]([C:8]2[S:9][C:10]3[CH:16]=[C:15]([OH:17])[CH:14]=[CH:13][C:11]=3[N:12]=2)=[C:4]([OH:19])[CH:3]=1. (9) Given the reactants [CH3:1][C:2]([O:4][C@H:5]1[C:14]2[C@@:15]3([CH3:30])[C@@H:26]([CH2:27][O:28][CH3:29])[O:25][C:23](=[O:24])[C:17]4=[CH:18][O:19][C:20]([C:21](=[O:22])[C:13]=2[C@@H:8]2[CH2:9][CH2:10][C@H:11]([OH:12])[C@@:7]2([CH3:31])[CH2:6]1)=[C:16]34)=[O:3].[CH2:32]([NH:34][CH2:35][CH3:36])[CH3:33], predict the reaction product. The product is: [C:2]([O:4][C@H:5]1[C:14]2[C@:15]3([CH3:30])[C:16](/[C:17](=[CH:18]\[N:34]([CH2:35][CH3:36])[CH2:32][CH3:33])/[C:23](=[O:24])[O:25][C@@H:26]3[CH2:27][O:28][CH3:29])=[C:20]([OH:19])[C:21](=[O:22])[C:13]=2[C@H:8]2[C@@:7]([CH3:31])([C@@H:11]([OH:12])[CH2:10][CH2:9]2)[CH2:6]1)(=[O:3])[CH3:1].